This data is from Full USPTO retrosynthesis dataset with 1.9M reactions from patents (1976-2016). The task is: Predict the reactants needed to synthesize the given product. (1) Given the product [C:20]([O:24][C:25](=[O:45])[NH:26][C:27]1([C:30]2[CH:31]=[CH:32][C:33]([C:2]3[C:3]([C:14]4[CH:19]=[CH:18][CH:17]=[CH:16][CH:15]=4)=[CH:4][C:5]4[N:10]([CH3:11])[C:9](=[O:12])[CH2:8][O:7][C:6]=4[N:13]=3)=[CH:34][CH:35]=2)[CH2:28][CH2:29]1)([CH3:23])([CH3:21])[CH3:22], predict the reactants needed to synthesize it. The reactants are: Br[C:2]1[C:3]([C:14]2[CH:19]=[CH:18][CH:17]=[CH:16][CH:15]=2)=[CH:4][C:5]2[N:10]([CH3:11])[C:9](=[O:12])[CH2:8][O:7][C:6]=2[N:13]=1.[C:20]([O:24][C:25](=[O:45])[NH:26][C:27]1([C:30]2[CH:35]=[CH:34][C:33](B3OC(C)(C)C(C)(C)O3)=[CH:32][CH:31]=2)[CH2:29][CH2:28]1)([CH3:23])([CH3:22])[CH3:21].C(=O)([O-])[O-].[Na+].[Na+]. (2) The reactants are: C[N:2](C)/[CH:3]=[CH:4]/[C:5]([C:7]1[C:12](=[O:13])[CH:11]=[CH:10][N:9]([C:14]2[CH:19]=[CH:18][C:17]([S:20]([CH3:23])(=[O:22])=[O:21])=[CH:16][CH:15]=2)[N:8]=1)=O.[CH:25]1[C:34]2[C:29](=[C:30]([NH:35]N)[CH:31]=[CH:32][CH:33]=2)[CH:28]=[CH:27][N:26]=1. Given the product [CH:25]1[C:34]2[C:29](=[C:30]([N:35]3[C:5]([C:7]4[C:12](=[O:13])[CH:11]=[CH:10][N:9]([C:14]5[CH:19]=[CH:18][C:17]([S:20]([CH3:23])(=[O:22])=[O:21])=[CH:16][CH:15]=5)[N:8]=4)=[CH:4][CH:3]=[N:2]3)[CH:31]=[CH:32][CH:33]=2)[CH:28]=[CH:27][N:26]=1, predict the reactants needed to synthesize it.